This data is from Catalyst prediction with 721,799 reactions and 888 catalyst types from USPTO. The task is: Predict which catalyst facilitates the given reaction. Reactant: [CH2:1]([O:3][C:4](=[O:22])[C:5](=O)[CH2:6][C:7]1[CH:17]=[CH:16][C:10]([C:11]([O:13][CH2:14][CH3:15])=[O:12])=[CH:9][C:8]=1[N+:18]([O-])=O)[CH3:2].O.CCOC(C)=O. Product: [NH:18]1[C:8]2[C:7](=[CH:17][CH:16]=[C:10]([C:11]([O:13][CH2:14][CH3:15])=[O:12])[CH:9]=2)[CH:6]=[C:5]1[C:4]([O:3][CH2:1][CH3:2])=[O:22]. The catalyst class is: 183.